This data is from Forward reaction prediction with 1.9M reactions from USPTO patents (1976-2016). The task is: Predict the product of the given reaction. (1) Given the reactants [Cl:1][C:2]1[CH:3]=[C:4]([CH:9]2[C:18]3[C:13](=[CH:14][CH:15]=[CH:16][CH:17]=3)[CH2:12][C:11](=O)[CH2:10]2)[CH:5]=[CH:6][C:7]=1[Cl:8].Cl.CN.[C:23]([BH3-])#[N:24].[Na+], predict the reaction product. The product is: [Cl:1][C:2]1[CH:3]=[C:4]([CH:9]2[C:18]3[C:13](=[CH:14][CH:15]=[CH:16][CH:17]=3)[CH2:12][CH:11]([NH:24][CH3:23])[CH2:10]2)[CH:5]=[CH:6][C:7]=1[Cl:8]. (2) Given the reactants [F:1][C:2]1[CH:3]=[C:4]([CH2:9][C:10]([NH:12][C@H:13]([C:15]([NH:17][C@H:18]([C:26]([OH:28])=[O:27])[CH2:19][C:20]2[CH:25]=[CH:24][CH:23]=[CH:22][CH:21]=2)=[O:16])[CH3:14])=[O:11])[CH:5]=[C:6]([F:8])[CH:7]=1.[Br:29][CH2:30][CH2:31][CH2:32]O, predict the reaction product. The product is: [Br:29][CH2:30][CH2:31][CH2:32][O:27][C:26](=[O:28])[C@H:18]([CH2:19][C:20]1[CH:25]=[CH:24][CH:23]=[CH:22][CH:21]=1)[NH:17][C:15](=[O:16])[C@H:13]([CH3:14])[NH:12][C:10](=[O:11])[CH2:9][C:4]1[CH:3]=[C:2]([F:1])[CH:7]=[C:6]([F:8])[CH:5]=1. (3) Given the reactants [Cl:1][C:2]1[N:3]([CH2:10][C@:11]2([CH3:14])[CH2:13][O:12]2)[CH:4]=[C:5]([N+:7]([O-:9])=[O:8])[N:6]=1.[Cl:15][C:16]1[CH:21]=[CH:20][C:19]([CH2:22][CH2:23][O:24][CH:25]2[CH2:30][CH2:29][NH:28][CH2:27][CH2:26]2)=[CH:18][CH:17]=1, predict the reaction product. The product is: [Cl:1][C:2]1[N:3]([CH2:10][C@@:11]([CH3:14])([OH:12])[CH2:13][N:28]2[CH2:27][CH2:26][CH:25]([O:24][CH2:23][CH2:22][C:19]3[CH:18]=[CH:17][C:16]([Cl:15])=[CH:21][CH:20]=3)[CH2:30][CH2:29]2)[CH:4]=[C:5]([N+:7]([O-:9])=[O:8])[N:6]=1. (4) Given the reactants Cl.[F:2][C:3]1[CH:4]=[C:5]([S:10]([C:13]2[CH:14]=[C:15]3[C:19](=[CH:20][CH:21]=2)[N:18]([CH:22]2[CH2:27][CH2:26][N:25]([CH2:28][CH3:29])[CH2:24][CH2:23]2)[CH2:17][CH2:16]3)(=[O:12])=[O:11])[CH:6]=[C:7]([F:9])[CH:8]=1.[Cl:30]C1C(=O)C(C#N)=C(C#N)C(=O)C=1Cl.BrC1C=C2C(=CC=1)N(C1CCN(C(OC(C)(C)C)=O)CC1)C=C2, predict the reaction product. The product is: [ClH:30].[CH2:28]([N:25]1[CH2:24][CH2:23][CH:22]([N:18]2[C:19]3[C:15](=[CH:14][C:13]([S:10]([C:5]4[CH:4]=[C:3]([F:2])[CH:8]=[C:7]([F:9])[CH:6]=4)(=[O:12])=[O:11])=[CH:21][CH:20]=3)[CH:16]=[CH:17]2)[CH2:27][CH2:26]1)[CH3:29]. (5) The product is: [C:1]12([C:11]3[N:17]([C:18]4[CH:23]=[CH:22][CH:21]=[CH:20][CH:19]=4)[C:15]([SH:16])=[N:14][N:13]=3)[CH2:10][CH:5]3[CH2:6][CH:7]([CH2:9][CH:3]([CH2:4]3)[CH2:2]1)[CH2:8]2. Given the reactants [C:1]12([C:11]([NH:13][NH:14][C:15]([NH:17][C:18]3[CH:23]=[CH:22][CH:21]=[CH:20][CH:19]=3)=[S:16])=O)[CH2:10][CH:5]3[CH2:6][CH:7]([CH2:9][CH:3]([CH2:4]3)[CH2:2]1)[CH2:8]2.[OH-].[Na+].N#N, predict the reaction product.